From a dataset of NCI-60 drug combinations with 297,098 pairs across 59 cell lines. Regression. Given two drug SMILES strings and cell line genomic features, predict the synergy score measuring deviation from expected non-interaction effect. (1) Drug 1: CNC(=O)C1=CC=CC=C1SC2=CC3=C(C=C2)C(=NN3)C=CC4=CC=CC=N4. Drug 2: C(CC(=O)O)C(=O)CN.Cl. Cell line: CCRF-CEM. Synergy scores: CSS=30.6, Synergy_ZIP=4.96, Synergy_Bliss=3.84, Synergy_Loewe=0.342, Synergy_HSA=4.89. (2) Synergy scores: CSS=5.83, Synergy_ZIP=-0.178, Synergy_Bliss=5.84, Synergy_Loewe=2.61, Synergy_HSA=3.16. Drug 1: CCC1(CC2CC(C3=C(CCN(C2)C1)C4=CC=CC=C4N3)(C5=C(C=C6C(=C5)C78CCN9C7C(C=CC9)(C(C(C8N6C)(C(=O)OC)O)OC(=O)C)CC)OC)C(=O)OC)O.OS(=O)(=O)O. Cell line: HS 578T. Drug 2: C1=NC(=NC(=O)N1C2C(C(C(O2)CO)O)O)N. (3) Drug 1: COC1=C(C=C2C(=C1)N=CN=C2NC3=CC(=C(C=C3)F)Cl)OCCCN4CCOCC4. Drug 2: CC1C(C(CC(O1)OC2CC(CC3=C2C(=C4C(=C3O)C(=O)C5=C(C4=O)C(=CC=C5)OC)O)(C(=O)C)O)N)O.Cl. Cell line: HOP-92. Synergy scores: CSS=53.0, Synergy_ZIP=3.72, Synergy_Bliss=7.91, Synergy_Loewe=10.7, Synergy_HSA=11.5. (4) Drug 1: C1=CC(=CC=C1CCC2=CNC3=C2C(=O)NC(=N3)N)C(=O)NC(CCC(=O)O)C(=O)O. Drug 2: CCC1(CC2CC(C3=C(CCN(C2)C1)C4=CC=CC=C4N3)(C5=C(C=C6C(=C5)C78CCN9C7C(C=CC9)(C(C(C8N6C=O)(C(=O)OC)O)OC(=O)C)CC)OC)C(=O)OC)O.OS(=O)(=O)O. Cell line: HS 578T. Synergy scores: CSS=59.9, Synergy_ZIP=-0.436, Synergy_Bliss=0.241, Synergy_Loewe=-0.428, Synergy_HSA=0.556. (5) Drug 1: CC12CCC3C(C1CCC2=O)CC(=C)C4=CC(=O)C=CC34C. Drug 2: CCC1(CC2CC(C3=C(CCN(C2)C1)C4=CC=CC=C4N3)(C5=C(C=C6C(=C5)C78CCN9C7C(C=CC9)(C(C(C8N6C)(C(=O)OC)O)OC(=O)C)CC)OC)C(=O)OC)O.OS(=O)(=O)O. Cell line: NCI-H322M. Synergy scores: CSS=25.6, Synergy_ZIP=-11.1, Synergy_Bliss=-8.14, Synergy_Loewe=-15.3, Synergy_HSA=-5.94. (6) Drug 1: CC1C(C(=O)NC(C(=O)N2CCCC2C(=O)N(CC(=O)N(C(C(=O)O1)C(C)C)C)C)C(C)C)NC(=O)C3=C4C(=C(C=C3)C)OC5=C(C(=O)C(=C(C5=N4)C(=O)NC6C(OC(=O)C(N(C(=O)CN(C(=O)C7CCCN7C(=O)C(NC6=O)C(C)C)C)C)C(C)C)C)N)C. Drug 2: C(CN)CNCCSP(=O)(O)O. Cell line: SK-OV-3. Synergy scores: CSS=7.53, Synergy_ZIP=-1.88, Synergy_Bliss=-1.58, Synergy_Loewe=-3.69, Synergy_HSA=-3.93. (7) Cell line: RPMI-8226. Synergy scores: CSS=79.0, Synergy_ZIP=0.742, Synergy_Bliss=0.735, Synergy_Loewe=-3.74, Synergy_HSA=0.606. Drug 1: CC1CCCC2(C(O2)CC(NC(=O)CC(C(C(=O)C(C1O)C)(C)C)O)C(=CC3=CSC(=N3)C)C)C. Drug 2: B(C(CC(C)C)NC(=O)C(CC1=CC=CC=C1)NC(=O)C2=NC=CN=C2)(O)O.